Dataset: Peptide-MHC class I binding affinity with 185,985 pairs from IEDB/IMGT. Task: Regression. Given a peptide amino acid sequence and an MHC pseudo amino acid sequence, predict their binding affinity value. This is MHC class I binding data. (1) The peptide sequence is CFMYSDFHFI. The MHC is HLA-A01:01 with pseudo-sequence HLA-A01:01. The binding affinity (normalized) is 0.295. (2) The peptide sequence is YTLNNGVAM. The MHC is HLA-C04:01 with pseudo-sequence HLA-C04:01. The binding affinity (normalized) is 0.213. (3) The binding affinity (normalized) is 0.0484. The peptide sequence is SLALKNSQA. The MHC is HLA-A68:02 with pseudo-sequence HLA-A68:02. (4) The peptide sequence is MPRLSRNAA. The MHC is HLA-A03:01 with pseudo-sequence HLA-A03:01. The binding affinity (normalized) is 0.0847.